This data is from Reaction yield outcomes from USPTO patents with 853,638 reactions. The task is: Predict the reaction yield, written as a fraction of the theoretical maximum amount of product (1.0 means a 100% yield; for example, 0.34 means a 34% yield). (1) The reactants are [CH3:1][C:2]1[CH:11]=[CH:10][C:9]2[C:4](=[CH:5][CH:6]=[CH:7][C:8]=2[N:12]2[CH2:17][CH2:16][N:15]([CH2:18][CH2:19][C:20]3[CH:21]=[C:22]([CH:24]=[CH:25][CH:26]=3)[NH2:23])[CH2:14][CH2:13]2)[N:3]=1.[S:27]1[CH:31]=[C:30]([C:32](O)=[O:33])[N:29]=[N:28]1. No catalyst specified. The product is [CH3:1][C:2]1[CH:11]=[CH:10][C:9]2[C:4](=[CH:5][CH:6]=[CH:7][C:8]=2[N:12]2[CH2:13][CH2:14][N:15]([CH2:18][CH2:19][C:20]3[CH:21]=[C:22]([NH:23][C:32]([C:30]4[N:29]=[N:28][S:27][CH:31]=4)=[O:33])[CH:24]=[CH:25][CH:26]=3)[CH2:16][CH2:17]2)[N:3]=1. The yield is 0.750. (2) The reactants are [C:1]([O:5][C:6]([N:8]1[CH2:13][CH:12]=[C:11]([O:14][Si](C)(C)C)[CH2:10][CH2:9]1)=[O:7])([CH3:4])([CH3:3])[CH3:2].[B-](F)(F)(F)[F:20].[B-](F)(F)(F)F.C1[N+]2(CCl)CC[N+](F)(CC2)C1.C(=O)(O)[O-].[Na+].C(OCC)(=O)C. The catalyst is C(#N)C. The product is [C:1]([O:5][C:6]([N:8]1[CH2:13][CH2:12][C:11](=[O:14])[CH:10]([F:20])[CH2:9]1)=[O:7])([CH3:4])([CH3:3])[CH3:2]. The yield is 0.670.